Predict the reaction yield, written as a fraction of the theoretical maximum amount of product (1.0 means a 100% yield; for example, 0.34 means a 34% yield). From a dataset of Reaction yield outcomes from USPTO patents with 853,638 reactions. (1) The reactants are [F:1][C:2]1[C:3]([NH:20][C:21]2[CH:22]=[C:23]([NH:27][C:28](=[O:31])[CH:29]=[CH2:30])[CH:24]=[CH:25][CH:26]=2)=[N:4][C:5]([NH:8][C:9]2[CH:14]=[CH:13][C:12]([O:15][CH2:16][CH2:17][O:18][CH3:19])=[CH:11][CH:10]=2)=[N:6][CH:7]=1.[NH2:32][C@@H:33]([CH2:37][CH2:38][C:39]([NH:41][C@H:42]([C:45]([NH:47][CH2:48][C:49]([OH:51])=[O:50])=[O:46])[CH2:43][SH:44])=[O:40])[C:34]([OH:36])=[O:35]. The catalyst is C(Cl)Cl.CO. The product is [NH2:32][C@@H:33]([CH2:37][CH2:38][C:39]([NH:41][C@@H:42]([CH2:43][S:44][CH2:30][CH2:29][C:28]([NH:27][C:23]1[CH:24]=[CH:25][CH:26]=[C:21]([NH:20][C:3]2[C:2]([F:1])=[CH:7][N:6]=[C:5]([NH:8][C:9]3[CH:14]=[CH:13][C:12]([O:15][CH2:16][CH2:17][O:18][CH3:19])=[CH:11][CH:10]=3)[N:4]=2)[CH:22]=1)=[O:31])[C:45]([NH:47][CH2:48][C:49]([OH:51])=[O:50])=[O:46])=[O:40])[C:34]([OH:36])=[O:35]. The yield is 1.00. (2) The reactants are [CH3:1][O:2][C:3]1[CH:8]=[CH:7][C:6]([N:9]2[C:13]3[N:14]=[C:15]([CH3:21])[CH:16]=[C:17]([C:18]([OH:20])=O)[C:12]=3[C:11]([CH3:22])=[N:10]2)=[CH:5][CH:4]=1.[CH3:23][C:24]1[C:29]([NH2:30])=[CH:28][CH:27]=[CH:26][N:25]=1.CC1C([N+]([O-])=O)=C(C)N=C(O)N=1.P(Cl)(Cl)(Cl)=O. The catalyst is CCOC(C)=O.CCCCCCC. The product is [CH3:23][C:24]1[C:29]([NH:30][C:18]([C:17]2[C:12]3[C:11]([CH3:22])=[N:10][N:9]([C:6]4[CH:7]=[CH:8][C:3]([O:2][CH3:1])=[CH:4][CH:5]=4)[C:13]=3[N:14]=[C:15]([CH3:21])[CH:16]=2)=[O:20])=[CH:28][CH:27]=[CH:26][N:25]=1. The yield is 0.300. (3) The reactants are FC(F)(F)C(O)=O.[CH3:8][S:9]([C@H:12]1[CH2:17][CH2:16][C@H:15]([NH2:18])[CH2:14][CH2:13]1)(=[O:11])=[O:10].[C:19]1([S:25]([N:28]2[C:32]3=[N:33][CH:34]=[C:35]([N+:38]([O-:40])=[O:39])[C:36](Cl)=[C:31]3[CH:30]=[CH:29]2)(=[O:27])=[O:26])[CH:24]=[CH:23][CH:22]=[CH:21][CH:20]=1.C(N(C(C)C)CC)(C)C. The catalyst is CC(O)C. The product is [C:19]1([S:25]([N:28]2[C:32]3=[N:33][CH:34]=[C:35]([N+:38]([O-:40])=[O:39])[C:36]([NH:18][C@H:15]4[CH2:16][CH2:17][C@H:12]([S:9]([CH3:8])(=[O:10])=[O:11])[CH2:13][CH2:14]4)=[C:31]3[CH:30]=[CH:29]2)(=[O:26])=[O:27])[CH:20]=[CH:21][CH:22]=[CH:23][CH:24]=1. The yield is 0.930. (4) The reactants are [F:1][C:2]([F:52])([F:51])[C:3]1[CH:4]=[C:5]([C:13]([CH3:50])([CH3:49])[C:14]([N:16]([CH3:48])[C:17]2[C:18]([C:40]3[CH:45]=[CH:44][C:43]([F:46])=[CH:42][C:41]=3[CH3:47])=[CH:19][C:20]([C@@H:23]3[N:27](C(OC(C)(C)C)=O)[C@:26]([CH3:39])([C:35]([O:37][CH3:38])=[O:36])[CH2:25][CH2:24]3)=[N:21][CH:22]=2)=[O:15])[CH:6]=[C:7]([C:9]([F:12])([F:11])[F:10])[CH:8]=1.C(O)(C(F)(F)F)=O. The catalyst is ClCCl. The product is [F:52][C:2]([F:1])([F:51])[C:3]1[CH:4]=[C:5]([C:13]([CH3:49])([CH3:50])[C:14]([N:16]([CH3:48])[C:17]2[C:18]([C:40]3[CH:45]=[CH:44][C:43]([F:46])=[CH:42][C:41]=3[CH3:47])=[CH:19][C:20]([C@@H:23]3[NH:27][C@:26]([CH3:39])([C:35]([O:37][CH3:38])=[O:36])[CH2:25][CH2:24]3)=[N:21][CH:22]=2)=[O:15])[CH:6]=[C:7]([C:9]([F:11])([F:12])[F:10])[CH:8]=1. The yield is 0.970. (5) The reactants are [CH2:1]1[C:16]2[C:11](=[CH:12][CH:13]=[CH:14][CH:15]=2)[C:9](=O)[C:8]2[C:3](=[CH:4][CH:5]=[CH:6][CH:7]=2)[CH2:2]1.O=[C:18]1[CH2:23][CH2:22][CH:21]([NH:24][C:25](=[O:34])[O:26][CH2:27][C:28]2[CH:33]=[CH:32][CH:31]=[CH:30][CH:29]=2)[CH2:20][CH2:19]1.Cl. The catalyst is C1COCC1.[Zn].Cl[Ti](Cl)(Cl)Cl. The product is [CH:4]1[C:3]2[CH2:2][CH2:1][C:16]3[CH:15]=[CH:14][CH:13]=[CH:12][C:11]=3[C:9](=[C:18]3[CH2:23][CH2:22][CH:21]([NH:24][C:25](=[O:34])[O:26][CH2:27][C:28]4[CH:33]=[CH:32][CH:31]=[CH:30][CH:29]=4)[CH2:20][CH2:19]3)[C:8]=2[CH:7]=[CH:6][CH:5]=1. The yield is 0.340. (6) The reactants are [Cl:1][C:2]1[C:3]([O:12][C:13]2[CH:18]=[C:17]([O:19][CH:20]([CH2:25][O:26][CH2:27][CH3:28])[CH2:21][O:22][CH2:23][CH3:24])[CH:16]=[CH:15][C:14]=2/[CH:29]=[CH:30]/[CH2:31][OH:32])=[N:4][CH:5]=[C:6]([C:8]([F:11])([F:10])[F:9])[CH:7]=1. The catalyst is [C].[Pd].C(OCC)(=O)C. The product is [Cl:1][C:2]1[C:3]([O:12][C:13]2[CH:18]=[C:17]([O:19][CH:20]([CH2:25][O:26][CH2:27][CH3:28])[CH2:21][O:22][CH2:23][CH3:24])[CH:16]=[CH:15][C:14]=2[CH2:29][CH2:30][CH2:31][OH:32])=[N:4][CH:5]=[C:6]([C:8]([F:9])([F:11])[F:10])[CH:7]=1. The yield is 0.880. (7) The product is [Cl:1][C:2]1[CH:22]=[CH:21][C:5]([CH2:6][NH:7][C:8]([C:10]2[C:11]([OH:20])=[C:12]3[CH:18]=[C:17]([C:26]#[C:25][CH2:24][CH2:23][OH:27])[S:16][C:13]3=[N:14][CH:15]=2)=[O:9])=[CH:4][CH:3]=1. The catalyst is C(NCC)C.CN(C=O)C.[Cu](I)I.Cl[Pd](Cl)([P](C1C=CC=CC=1)(C1C=CC=CC=1)C1C=CC=CC=1)[P](C1C=CC=CC=1)(C1C=CC=CC=1)C1C=CC=CC=1. The reactants are [Cl:1][C:2]1[CH:22]=[CH:21][C:5]([CH2:6][NH:7][C:8]([C:10]2[C:11]([OH:20])=[C:12]3[CH:18]=[C:17](I)[S:16][C:13]3=[N:14][CH:15]=2)=[O:9])=[CH:4][CH:3]=1.[CH2:23]([OH:27])[CH2:24][C:25]#[CH:26].Cl. The yield is 0.210. (8) The reactants are [CH2:1]([N:8]1[C:13](=[O:14])[C:12](Br)=[C:11]([C:16]2[CH:21]=[CH:20][C:19]([S:22][CH3:23])=[CH:18][CH:17]=2)[CH:10]=[N:9]1)[C:2]1[CH:7]=[CH:6][CH:5]=[CH:4][CH:3]=1.[F:24][C:25]1[CH:30]=[CH:29][C:28](B(O)O)=[CH:27][CH:26]=1.C(=O)([O-])[O-].[Na+].[Na+].B(O)O. The catalyst is C(COC)OC.[Pd].C1C=CC([P]([Pd]([P](C2C=CC=CC=2)(C2C=CC=CC=2)C2C=CC=CC=2)([P](C2C=CC=CC=2)(C2C=CC=CC=2)C2C=CC=CC=2)[P](C2C=CC=CC=2)(C2C=CC=CC=2)C2C=CC=CC=2)(C2C=CC=CC=2)C2C=CC=CC=2)=CC=1. The product is [CH2:1]([N:8]1[C:13](=[O:14])[C:12]([C:28]2[CH:29]=[CH:30][C:25]([F:24])=[CH:26][CH:27]=2)=[C:11]([C:16]2[CH:21]=[CH:20][C:19]([S:22][CH3:23])=[CH:18][CH:17]=2)[CH:10]=[N:9]1)[C:2]1[CH:7]=[CH:6][CH:5]=[CH:4][CH:3]=1. The yield is 0.270.